From a dataset of Experimentally validated miRNA-target interactions with 360,000+ pairs, plus equal number of negative samples. Binary Classification. Given a miRNA mature sequence and a target amino acid sequence, predict their likelihood of interaction. (1) The miRNA is hsa-miR-141-3p with sequence UAACACUGUCUGGUAAAGAUGG. The protein sequence of the target gene is MAGGKAGKDSGKAKTKAVSRSQRAGLQFPVGRIHRHLKSRTTSHGRVGATAAVYSAAILEYLTAEVLELAGNASKDLKVKRITPRHLQLAIRGDEELDSLIKATIAGGGVIPHIHKSLIGKKGQQKTV. Result: 1 (interaction). (2) The miRNA is hsa-miR-640 with sequence AUGAUCCAGGAACCUGCCUCU. The protein sequence of the target gene is MSRQLSRARPATVLGAMEMGRRMDAPTSAAVTRAFLERGHTEIDTAFLYSDGQSETILGGLGLRMGSSDCRVKIATKANPWIGNSLKPDSVRSQLETSLKRLQCPRVDLFYLHAPDHSAPVEETLRACHQLHQEGKFVELGLSNYAAWEVAEICTLCKSNGWILPTVYQGMYSATTRQVETELFPCLRHFGLRFYAYNPLAGGLLTGKYKYEDKDGKQPVGRFFGTQWAEIYRNHFWKEHHFEGIALVEKALQAAYGASAPSMTSAALRWMYHHSQLQGAHGDAVILGMSSLEQLEQNLA.... Result: 0 (no interaction). (3) The miRNA is hsa-let-7g-5p with sequence UGAGGUAGUAGUUUGUACAGUU. The protein sequence of the target gene is MRPWALAVTRWPPSAPVGQRRFSAGPGSTPGQLWGSPGLEGPLASPPARDERLPSQQPPSRPPHLPVEERRASAPAGGSPRMLHPATQQSPFMVDLHEQVHQGPVPLSYTVTTVTTQGFPLPTGQHIPGCSAQQLPACSVMFSGQHYPLCCLPPPLIQACTMQQLPVPYQAYPHLISSDHYILHPPPPAPPPQPTHMAPLGQFVSLQTQHPRMPLQRLDNDVDLRGDQPSLGSFTYSTSAPGPALSPSVPLHYLPHDPLHQELSFGVPYSHMMPRRLSTQRYRLQQPLPPPPPPPPPPPY.... Result: 1 (interaction). (4) The miRNA is hsa-miR-7156-3p with sequence CUGCAGCCACUUGGGGAACUGGU. The protein sequence of the target gene is MVKLFIGNLPREATEQEIRSLFEQYGKVLECDIIKNYGFVHIEDKTAAEDAIRNLHHYKLHGVNINVEASKNKSKASTKLHVGNISPTCTNQELRAKFEEYGPVIECDIVKDYAFVHMERAEDAVEAIRGLDNTEFQGKRMHVQLSTSRLRTAPGMGDQSGCYRCGKEGHWSKECPVDRTGRVADFTEQYNEQYGAVRTPYTMGYGESMYYNDAYGALDYYKRYRVRSYEAVAAAAAASAYNYAEQTMSHLPQVQSSAVPSHLNSTSVDPYDRHLLQNSGSAATSAAMAAAASSSYYGRD.... Result: 0 (no interaction). (5) The miRNA is hsa-miR-3194-5p with sequence GGCCAGCCACCAGGAGGGCUG. The protein sequence of the target gene is MQAIKCVVVGDGAVGKTCLLISYTTNAFPGEYIPTVFDNYSANVMVDGKPVNLGLWDTAGQEDYDRLRPLSYPQTDVFLICFSLVSPASFENVRAKWYPEVRHHCPHTPILLVGTKLDLRDDKDTIERLRDKKLAPITYPQGLAMAREIGSVKYLECSALTQRGLKTVFDEAIRAVLCPPPVKKPGKKCTVF. Result: 1 (interaction). (6) Result: 0 (no interaction). The miRNA is mmu-miR-6420 with sequence ACUAAUCCUAUAAAAUCAAAC. The protein sequence of the target gene is MKDRTQELRSAKDSDDEEEVVHVDRDHFMDEFFEQVEEIRGCIEKLSEDVEQVKKQHSAILAAPNPDEKTKQELEDLTADIKKTANKVRSKLKAIEQSIEQEEGLNRSSADLRIRKTQHSTLSRKFVEVMTEYNATQSKYRDRCKDRIQRQLEITGRTTTNEELEDMLESGKLAIFTDDIKMDSQMTKQALNEIETRHNEIIKLETSIRELHDMFVDMAMLVESQGEMIDRIEYNVEHSVDYVERAVSDTKKAVKYQSKARRKKIMIIICCVVLGVVLASSIGGTLGL. (7) The miRNA is rno-miR-34a-3p with sequence AAUCAGCAAGUAUACUGCCCUA. The protein sequence of the target gene is MGLCLRWRRLGFPLPEFRRCELHTVREASAPTPPHWLAERFGLFEELWTAHVKKLASMTQKKARAIKISLPEGQKVDAVAWNTTPYQLAHQISVTLADTAVAAEVNGELYDLDRPLETDCHLRFLTFDSPEGKAVFWHSSAHVLGAAAEQQLGAVLCRGPSTESGFYHDFFLGKERTVRSAELPILERICQELIAAAQPFRRLEASRDQLRQLFKDNHFKLHLIEEKVTGPTATVYGCGMSVDLCRGPHLRHTGQIGALKLLTNSSALWRSLGAPETLQRVSGISFPKVELLRNWEARRE.... Result: 0 (no interaction). (8) The protein sequence of the target gene is MSQASTTTLESGALLSGPRGLQYGSPAHRKEKAAAMPDSPAEVKTQPRSTPPSMPPPPPTSSQGATRPPSFTPHTHGEDGPATSLPHGRFHGCLKWSMVCLLMNGSSHSPTAIHGAPSTPNGFSNGPATSSTASLSTQHLPPACGARQLSKLKRFLTTLQQFGSDISPEIGERVRTLVLGLVNSTLTIEEFHAKLQEATNFPLRPFVIPFLKANLPLLQRELLHCARLAKQTPAQYLAQHEQLLLDASATSPVDSSELLLEVNENGKRRTPDRTKENGSDRDPLHPDHLSKRSCTLSPAQ.... Result: 1 (interaction). The miRNA is mmu-miR-5101 with sequence UUUGUUUGUUUUGCUGAUGCAG.